This data is from Forward reaction prediction with 1.9M reactions from USPTO patents (1976-2016). The task is: Predict the product of the given reaction. (1) Given the reactants [Cl:1][C:2]1[CH:3]=[CH:4][C:5]([NH:8][C:9](=[O:25])[C:10]2[CH:15]=[C:14]([F:16])[CH:13]=[CH:12][C:11]=2[NH:17][CH2:18][CH:19]2[CH2:24]CNCC2)=[N:6][CH:7]=1.Cl[C:27]1[CH:32]=[CH:31][N:30]=[C:29]([C:33]([OH:35])=[O:34])[CH:28]=1.[CH2:36]([N:38](CC)CC)[CH3:37].[CH2:43](O)C, predict the reaction product. The product is: [C:33]([C:29]1[CH:28]=[C:27]([N:38]2[CH2:24][CH2:19][CH:18]([N:17]([CH3:43])[C:11]3[CH:12]=[CH:13][C:14]([F:16])=[CH:15][C:10]=3[C:9]([NH:8][C:5]3[CH:4]=[CH:3][C:2]([Cl:1])=[CH:7][N:6]=3)=[O:25])[CH2:37][CH2:36]2)[CH:32]=[CH:31][N:30]=1)([OH:35])=[O:34]. (2) Given the reactants [NH2:1][CH2:2][C@H:3]1[N:8]([C:9]([C:11]2[N:12]=[C:13]([CH3:23])[S:14][C:15]=2[C:16]2[CH:17]=[C:18]([CH3:22])[CH:19]=[CH:20][CH:21]=2)=[O:10])[CH2:7][C@H:6]2[C@@H:4]1[CH2:5]2.[F:24][C:25]1[C:26]([CH3:34])=[C:27]([CH:31]=[CH:32][CH:33]=1)[C:28](O)=[O:29], predict the reaction product. The product is: [F:24][C:25]1[C:26]([CH3:34])=[C:27]([CH:31]=[CH:32][CH:33]=1)[C:28]([NH:1][CH2:2][C@H:3]1[N:8]([C:9]([C:11]2[N:12]=[C:13]([CH3:23])[S:14][C:15]=2[C:16]2[CH:17]=[C:18]([CH3:22])[CH:19]=[CH:20][CH:21]=2)=[O:10])[CH2:7][C@H:6]2[C@@H:4]1[CH2:5]2)=[O:29]. (3) Given the reactants [C:1]([O:5][C:6]([NH:8][CH2:9][CH:10]1[CH2:15][CH2:14][N:13]([CH2:16][C:17]([O:19][CH2:20][CH3:21])=[O:18])[CH2:12][CH2:11]1)=[O:7])([CH3:4])([CH3:3])[CH3:2].[H-].[Na+].[CH2:24](I)[CH3:25].C(O)(=O)CC(CC(O)=O)(C(O)=O)O, predict the reaction product. The product is: [C:1]([O:5][C:6]([N:8]([CH2:9][CH:10]1[CH2:11][CH2:12][N:13]([CH2:16][C:17]([O:19][CH2:20][CH3:21])=[O:18])[CH2:14][CH2:15]1)[CH2:24][CH3:25])=[O:7])([CH3:4])([CH3:3])[CH3:2]. (4) Given the reactants [NH2:1][CH:2]([CH2:5][CH2:6][CH:7]([OH:17])[CH2:8][NH:9][C:10]([O:12][C:13]([CH3:16])([CH3:15])[CH3:14])=[O:11])[CH2:3][OH:4].C([O-])([O-])=[O:19].[Na+].[Na+].[C:24](ON1C(=O)CCC1=O)([O:26][CH2:27][CH:28]1[C:40]2[C:35](=[CH:36][CH:37]=[CH:38][CH:39]=2)[C:34]2[C:29]1=[CH:30][CH:31]=[CH:32][CH:33]=2)=[O:25], predict the reaction product. The product is: [CH:30]1[C:29]2[CH:28]([CH2:27][O:26][C:24](=[O:25])[NH:1][CH:2]([C:3]([OH:19])=[O:4])[CH2:5][CH2:6][CH:7]([OH:17])[CH2:8][NH:9][C:10](=[O:11])[O:12][C:13]([CH3:14])([CH3:16])[CH3:15])[C:40]3[C:35](=[CH:36][CH:37]=[CH:38][CH:39]=3)[C:34]=2[CH:33]=[CH:32][CH:31]=1. (5) Given the reactants [F:1][C:2]1[C:7]([F:8])=[CH:6][C:5]([C:9]2[CH:14]=[CH:13][C:12]([O:15][CH2:16][C:17]3[CH:22]=[CH:21][CH:20]=[C:19]([N+:23]([O-])=O)[CH:18]=3)=[CH:11][CH:10]=2)=[C:4]([O:26][CH3:27])[CH:3]=1.[ClH:28], predict the reaction product. The product is: [ClH:28].[F:1][C:2]1[C:7]([F:8])=[CH:6][C:5]([C:9]2[CH:10]=[CH:11][C:12]([O:15][CH2:16][C:17]3[CH:18]=[C:19]([NH2:23])[CH:20]=[CH:21][CH:22]=3)=[CH:13][CH:14]=2)=[C:4]([O:26][CH3:27])[CH:3]=1. (6) The product is: [OH:1][C:2]1[N:7]=[C:6]([S:8][CH3:15])[N:5]=[C:4]2[NH:9][N:10]=[C:11]([CH3:12])[C:3]=12. Given the reactants [OH:1][C:2]1[N:7]=[C:6]([SH:8])[N:5]=[C:4]2[NH:9][N:10]=[C:11]([CH3:12])[C:3]=12.[OH-].[Na+].[CH3:15]I, predict the reaction product. (7) Given the reactants [ClH:1].[NH2:2][C@@H:3]([CH2:10][CH2:11][CH3:12])[C@H:4]([OH:9])[C:5]([O:7]C)=O.[CH:13]1([NH2:16])[CH2:15][CH2:14]1, predict the reaction product. The product is: [ClH:1].[NH2:2][C@@H:3]([CH2:10][CH2:11][CH3:12])[C@H:4]([OH:9])[C:5]([N-:16][CH:13]1[CH2:15][CH2:14]1)=[O:7]. (8) Given the reactants [CH3:1][N:2]([C:9]1[CH:14]=[CH:13][CH:12]=[CH:11][CH:10]=1)[CH2:3][C:4](OCC)=[O:5].CN(C1C=CC(C(O)(C(F)(F)F)C(F)(F)F)=CC=1)CC(OCC)=O, predict the reaction product. The product is: [CH3:1][N:2]([C:9]1[CH:14]=[CH:13][CH:12]=[CH:11][CH:10]=1)[CH2:3][CH2:4][OH:5].